Predict the reaction yield, written as a fraction of the theoretical maximum amount of product (1.0 means a 100% yield; for example, 0.34 means a 34% yield). From a dataset of Reaction yield outcomes from USPTO patents with 853,638 reactions. (1) The reactants are [F:1][C:2]1[CH:3]=[CH:4][C:5]([C:8]2[C:12]([C:13](O)=[O:14])=[CH:11][O:10][N:9]=2)=[N:6][CH:7]=1.N1C=CC=CC=1C1C(C(O)=O)=CON=1. No catalyst specified. The product is [F:1][C:2]1[CH:3]=[CH:4][C:5]([C:8]2[C:12]([CH2:13][OH:14])=[CH:11][O:10][N:9]=2)=[N:6][CH:7]=1. The yield is 0.700. (2) The reactants are [F:1][C:2]1[CH:7]=[CH:6][C:5]([N:8]2[C:17]3[C:12](=[CH:13][CH:14]=[CH:15][CH:16]=3)[C:11](=[O:18])[C:10]([C:19]([OH:21])=O)=[CH:9]2)=[CH:4][CH:3]=1.O=S(Cl)[Cl:24]. No catalyst specified. The product is [F:1][C:2]1[CH:7]=[CH:6][C:5]([N:8]2[C:17]3[C:12](=[CH:13][CH:14]=[CH:15][CH:16]=3)[C:11](=[O:18])[C:10]([C:19]([Cl:24])=[O:21])=[CH:9]2)=[CH:4][CH:3]=1. The yield is 0.951.